This data is from Forward reaction prediction with 1.9M reactions from USPTO patents (1976-2016). The task is: Predict the product of the given reaction. (1) Given the reactants [C:1]1(=[O:12])[N:5]([CH2:6][CH2:7][C:8]([OH:10])=[O:9])[C:4](=[O:11])[CH:3]=[CH:2]1.F[B-](F)(F)F.[C:18]1(=[O:32])[N:22](OC(N(C)C)=[N+](C)C)[C:21](=[O:31])[CH2:20][CH2:19]1.C(N(C(C)C)C(C)C)C.CN(C)C=O, predict the reaction product. The product is: [O:31]=[C:21]1[CH2:20][CH2:19][C:18](=[O:32])[N:22]1[O:9][C:8](=[O:10])[CH2:7][CH2:6][N:5]1[C:4](=[O:11])[CH:3]=[CH:2][C:1]1=[O:12]. (2) The product is: [Cl:1][C:2]1[CH:3]=[C:4]([CH:5]2[C:6]3([C:14](=[O:15])[C:13]4[C:8](=[CH:9][CH:10]=[CH:11][CH:12]=4)[C:7]3=[O:16])[O:21]2)[CH:17]=[CH:18][C:19]=1[Cl:20]. Given the reactants [Cl:1][C:2]1[CH:3]=[C:4]([CH:17]=[CH:18][C:19]=1[Cl:20])[CH:5]=[C:6]1[C:14](=[O:15])[C:13]2[C:8](=[CH:9][CH:10]=[CH:11][CH:12]=2)[C:7]1=[O:16].[OH:21]O.[OH-].[Na+].O, predict the reaction product. (3) Given the reactants [CH3:1][C:2]([NH:38]C(=O)OC(C)(C)C)([CH3:37])[C:3]([NH:5][C@H:6]([CH2:33][CH:34]([CH3:36])[CH3:35])[C:7](=[O:32])[NH:8][CH:9]1[CH2:18][C:17]2[C:12](=[C:13]([N:19]3[CH2:23][CH2:22][CH2:21][C:20]3=[O:24])[CH:14]=[CH:15][CH:16]=2)[N:11]([CH2:25][C:26]2[CH:30]=[CH:29][S:28][CH:27]=2)[C:10]1=[O:31])=[O:4].Cl.C(=O)(O)[O-].[Na+], predict the reaction product. The product is: [NH2:38][C:2]([CH3:1])([CH3:37])[C:3]([NH:5][C@H:6]([CH2:33][CH:34]([CH3:35])[CH3:36])[C:7]([NH:8][CH:9]1[CH2:18][C:17]2[C:12](=[C:13]([N:19]3[CH2:23][CH2:22][CH2:21][C:20]3=[O:24])[CH:14]=[CH:15][CH:16]=2)[N:11]([CH2:25][C:26]2[CH:30]=[CH:29][S:28][CH:27]=2)[C:10]1=[O:31])=[O:32])=[O:4]. (4) The product is: [NH2:18][C:10]1[C:11]2[C:16](=[CH:15][CH:14]=[CH:13][C:12]=2[F:17])[C:8]([C:26]2[CH:31]=[C:30]([C:32]([F:34])([F:35])[F:33])[C:29](=[O:36])[N:28]([CH3:37])[CH:27]=2)([C:4]2[CH:3]=[CH:2][CH:7]=[C:6]([C:41]3[CH:42]=[N:43][CH:44]=[C:39]([F:38])[CH:40]=3)[CH:5]=2)[N:9]=1. Given the reactants Br[C:2]1[CH:3]=[C:4]([C:8]2([C:26]3[CH:31]=[C:30]([C:32]([F:35])([F:34])[F:33])[C:29](=[O:36])[N:28]([CH3:37])[CH:27]=3)[C:16]3[C:11](=[C:12]([F:17])[CH:13]=[CH:14][CH:15]=3)[C:10]([NH:18]C(=O)OC(C)(C)C)=[N:9]2)[CH:5]=[CH:6][CH:7]=1.[F:38][C:39]1[CH:40]=[C:41](B(O)O)[CH:42]=[N:43][CH:44]=1, predict the reaction product. (5) Given the reactants [N:1]1([C:10]2[CH:15]=[CH:14][C:13]([CH2:16][C:17]([OH:19])=O)=[CH:12][CH:11]=2)[C:5]2[CH:6]=[CH:7][CH:8]=[CH:9][C:4]=2[N:3]=[CH:2]1.[CH3:20][N:21]([CH3:38])[CH2:22][CH2:23][CH2:24][N:25]([CH3:37])[C:26]1[CH:31]=[CH:30][C:29]([NH2:32])=[CH:28][C:27]=1[C:33]([F:36])([F:35])[F:34], predict the reaction product. The product is: [N:1]1([C:10]2[CH:11]=[CH:12][C:13]([CH2:16][C:17]([NH:32][C:29]3[CH:30]=[CH:31][C:26]([N:25]([CH2:24][CH2:23][CH2:22][N:21]([CH3:20])[CH3:38])[CH3:37])=[C:27]([C:33]([F:34])([F:35])[F:36])[CH:28]=3)=[O:19])=[CH:14][CH:15]=2)[C:5]2[CH:6]=[CH:7][CH:8]=[CH:9][C:4]=2[N:3]=[CH:2]1.